From a dataset of Forward reaction prediction with 1.9M reactions from USPTO patents (1976-2016). Predict the product of the given reaction. (1) Given the reactants [N+:1]([C:4]1[CH:5]=[C:6]([CH:9]=[CH:10][CH:11]=1)[CH2:7]Cl)([O-:3])=[O:2].[CH3:12][NH2:13].Cl, predict the reaction product. The product is: [CH3:12][NH:13][CH2:7][C:6]1[CH:9]=[CH:10][CH:11]=[C:4]([N+:1]([O-:3])=[O:2])[CH:5]=1. (2) Given the reactants Br[C:2]1[CH:3]=[C:4]([CH3:8])[CH:5]=C[CH:7]=1.[CH2:9]([OH:13])[CH:10]=[CH:11][CH3:12].[C:14](=O)([O-])[O-].[Na+].[Na+].C1(C)C=CC=CC=1P(C1C=CC=CC=1C)C1C=CC=CC=1C, predict the reaction product. The product is: [CH3:8][C:4]1[CH:5]=[C:12]([CH:11]([CH3:14])[CH2:10][CH:9]=[O:13])[CH:7]=[CH:2][CH:3]=1. (3) Given the reactants C(O[K])(C)(C)C.[C:7]([O:11][C:12]([N:14]1[CH2:17][CH:16]([OH:18])[CH2:15]1)=[O:13])([CH3:10])([CH3:9])[CH3:8].F[C:20]1[CH:27]=[C:26]([F:28])[CH:25]=[CH:24][C:21]=1[CH:22]=[O:23], predict the reaction product. The product is: [C:7]([O:11][C:12]([N:14]1[CH2:17][CH:16]([O:18][C:20]2[CH:27]=[C:26]([F:28])[CH:25]=[CH:24][C:21]=2[CH:22]=[O:23])[CH2:15]1)=[O:13])([CH3:10])([CH3:8])[CH3:9]. (4) The product is: [ClH:41].[NH2:31][CH:28]1[CH2:29][CH2:30][N:25]([C:23]([C:22]2[CH:21]=[CH:20][C:19]([C:16]3[N:17]=[CH:18][C:13]4[N:14]([C:10]([C:7]5[CH:6]=[CH:5][C:4]([C:1]([NH2:2])=[O:3])=[CH:9][CH:8]=5)=[CH:11][N:12]=4)[CH:15]=3)=[CH:40][CH:39]=2)=[O:24])[CH2:26][CH2:27]1. Given the reactants [C:1]([C:4]1[CH:9]=[CH:8][C:7]([C:10]2[N:14]3[CH:15]=[C:16]([C:19]4[CH:40]=[CH:39][C:22]([C:23]([N:25]5[CH2:30][CH2:29][CH:28]([NH:31]C(=O)OC(C)(C)C)[CH2:27][CH2:26]5)=[O:24])=[CH:21][CH:20]=4)[N:17]=[CH:18][C:13]3=[N:12][CH:11]=2)=[CH:6][CH:5]=1)(=[O:3])[NH2:2].[ClH:41].O1CCOCC1, predict the reaction product. (5) Given the reactants Cl.[OH:2][NH2:3].CC([O-])=O.[Na+].[CH2:9]1[O:19][C:18]2[CH:17]=[CH:16][C:13]([CH:14]=O)=[CH:12][C:11]=2[O:10]1, predict the reaction product. The product is: [CH2:9]1[O:19][C:18]2[CH:17]=[CH:16][C:13]([CH:14]=[N:3][OH:2])=[CH:12][C:11]=2[O:10]1. (6) Given the reactants C([O:5][C:6]([N:8]1[CH2:12][CH2:11][CH2:10][CH:9]1[C:13]1[NH:14][C:15]([C:18]2[CH:23]=[CH:22][C:21]([C:24]3[S:25][C:26](B4OC(C)(C)C(C)(C)O4)=[CH:27][CH:28]=3)=[CH:20][CH:19]=2)=[CH:16][N:17]=1)=O)(C)(C)C.[C:38]([O:42][C:43]([N:45]1[CH2:49][CH2:48][CH2:47][CH:46]1[C:50]1[NH:54][C:53]2[CH:55]=[C:56](Br)[CH:57]=[CH:58][C:52]=2[N:51]=1)=[O:44])([CH3:41])([CH3:40])[CH3:39], predict the reaction product. The product is: [C:38]([O:42][C:43]([N:45]1[CH2:49][CH2:48][CH2:47][CH:46]1[C:50]1[NH:54][C:53]2[CH:55]=[C:56]([C:26]3[S:25][C:24]([C:21]4[CH:22]=[CH:23][C:18]([C:15]5[NH:14][C:13]([CH:9]6[CH2:10][CH2:11][CH2:12][N:8]6[CH:6]=[O:5])=[N:17][CH:16]=5)=[CH:19][CH:20]=4)=[CH:28][CH:27]=3)[CH:57]=[CH:58][C:52]=2[N:51]=1)=[O:44])([CH3:41])([CH3:40])[CH3:39].